Dataset: Forward reaction prediction with 1.9M reactions from USPTO patents (1976-2016). Task: Predict the product of the given reaction. (1) Given the reactants [CH3:1][O:2][C@@H:3]([CH2:7][C:8]1[CH:13]=[CH:12][C:11]([O:14]C)=[CH:10][CH:9]=1)[C:4]([OH:6])=[O:5].[OH-].[K+].C(S)CCCCCCC.Cl, predict the reaction product. The product is: [CH3:1][O:2][C@@H:3]([CH2:7][C:8]1[CH:9]=[CH:10][C:11]([OH:14])=[CH:12][CH:13]=1)[C:4]([OH:6])=[O:5]. (2) The product is: [C:15]([O:14][C:11]1[CH:12]=[CH:13][C:8]([N:5]2[CH2:4][CH2:3][N:2]([CH3:1])[CH2:7][CH2:6]2)=[CH:9][CH:10]=1)(=[O:17])[CH3:16]. Given the reactants [CH3:1][N:2]1[CH2:7][CH2:6][N:5]([C:8]2[CH:13]=[CH:12][C:11]([OH:14])=[CH:10][CH:9]=2)[CH2:4][CH2:3]1.[C:15](Cl)(=[O:17])[CH3:16], predict the reaction product.